This data is from Merck oncology drug combination screen with 23,052 pairs across 39 cell lines. The task is: Regression. Given two drug SMILES strings and cell line genomic features, predict the synergy score measuring deviation from expected non-interaction effect. (1) Drug 1: O=C(O)C1(Cc2cccc(Nc3nccs3)n2)CCC(Oc2cccc(Cl)c2F)CC1. Drug 2: COC1=C2CC(C)CC(OC)C(O)C(C)C=C(C)C(OC(N)=O)C(OC)C=CC=C(C)C(=O)NC(=CC1=O)C2=O. Cell line: KPL1. Synergy scores: synergy=5.69. (2) Drug 1: O=c1[nH]cc(F)c(=O)[nH]1. Drug 2: COC1=C2CC(C)CC(OC)C(O)C(C)C=C(C)C(OC(N)=O)C(OC)C=CC=C(C)C(=O)NC(=CC1=O)C2=O. Cell line: PA1. Synergy scores: synergy=-1.79.